This data is from Forward reaction prediction with 1.9M reactions from USPTO patents (1976-2016). The task is: Predict the product of the given reaction. (1) The product is: [C:1]([C:5]1[O:6][C:7]([C:21]2[CH:26]=[CH:25][C:24]([N:27]3[CH2:32][CH2:31][S:30](=[NH:34])(=[O:33])[CH2:29][CH2:28]3)=[CH:23][CH:22]=2)=[C:8]([C@@H:10]2[CH2:15][CH2:14][C@H:13]([F:16])[CH2:12][C@H:11]2[C:17]([OH:19])=[O:18])[N:9]=1)([CH3:4])([CH3:2])[CH3:3]. Given the reactants [C:1]([C:5]1[O:6][C:7]([C:21]2[CH:26]=[CH:25][C:24]([N:27]3[CH2:32][CH2:31][S:30](=[NH:34])(=[O:33])[CH2:29][CH2:28]3)=[CH:23][CH:22]=2)=[C:8]([C@@H:10]2[CH2:15][CH2:14][C@H:13]([F:16])[CH2:12][C@H:11]2[C:17]([O:19]C)=[O:18])[N:9]=1)([CH3:4])([CH3:3])[CH3:2].CO.[OH-].[Na+].Cl, predict the reaction product. (2) The product is: [N+:18]([C:17]1[CH:16]=[CH:15][C:5]([O:6][C:7]2[CH:8]=[C:9]([CH:12]=[CH:13][CH:14]=2)[C:10]#[N:11])=[CH:4][C:3]=1[CH2:1][NH:24][CH2:21][CH2:22][CH3:23])([O-:20])=[O:19]. Given the reactants [CH:1]([C:3]1[CH:4]=[C:5]([CH:15]=[CH:16][C:17]=1[N+:18]([O-:20])=[O:19])[O:6][C:7]1[CH:8]=[C:9]([CH:12]=[CH:13][CH:14]=1)[C:10]#[N:11])=O.[CH2:21]([NH2:24])[CH2:22][CH3:23].C([O-])(O)=O.[Na+], predict the reaction product. (3) Given the reactants [Br:1][C:2]1[CH:3]=[C:4]([CH:8]=[C:9]([Br:11])[CH:10]=1)[C:5]([OH:7])=O.[CH3:12][Li], predict the reaction product. The product is: [Br:11][C:9]1[CH:8]=[C:4]([C:5](=[O:7])[CH3:12])[CH:3]=[C:2]([Br:1])[CH:10]=1. (4) Given the reactants [Cl:1][C:2]1[CH:3]=[C:4]([C@H:9]2[CH2:14][N:13](C(=O)[C@H](OC)C3C=CC=CC=3)[CH2:12][CH2:11][O:10]2)[CH:5]=[CH:6][C:7]=1[Cl:8].[Li+].[B-](CC)(CC)CC.Cl.[NH4+].[OH-], predict the reaction product. The product is: [Cl:1][C:2]1[CH:3]=[C:4]([C@@H:9]2[O:10][CH2:11][CH2:12][NH:13][CH2:14]2)[CH:5]=[CH:6][C:7]=1[Cl:8]. (5) The product is: [C:16]([C:18]1[C:23]2[N:24]=[C:25]([N:27]3[CH2:28][CH:29]([NH:31][C:32](=[O:38])[O:33][C:34]([CH3:37])([CH3:36])[CH3:35])[CH2:30]3)[O:26][C:22]=2[C:21]([N:5]2[CH2:6][CH2:7][C@H:3]([N:2]([CH3:8])[CH3:1])[CH2:4]2)=[C:20]([C:40]2[CH:41]=[CH:42][CH:43]=[CH:44][CH:45]=2)[C:19]=1[CH3:46])#[N:17]. Given the reactants [CH3:1][N:2]([CH3:8])[C@H:3]1[CH2:7][CH2:6][NH:5][CH2:4]1.C(N(CC)CC)C.[C:16]([C:18]1[C:23]2[N:24]=[C:25]([N:27]3[CH2:30][CH:29]([NH:31][C:32](=[O:38])[O:33][C:34]([CH3:37])([CH3:36])[CH3:35])[CH2:28]3)[O:26][C:22]=2[C:21](F)=[C:20]([C:40]2[CH:45]=[CH:44][CH:43]=[CH:42][CH:41]=2)[C:19]=1[CH3:46])#[N:17], predict the reaction product. (6) Given the reactants [CH3:1][C@:2]12[CH2:9][C@H:6]([NH:7][CH2:8]1)[CH2:5][C:4]([CH3:11])([CH3:10])[CH2:3]2.C(N(CC)C(C)C)(C)C.Cl[S:22]([C:25]1[CH:34]=[CH:33][C:28]([C:29]([O:31][CH3:32])=[O:30])=[CH:27][CH:26]=1)(=[O:24])=[O:23], predict the reaction product. The product is: [CH3:1][C:2]12[CH2:9][CH:6]([N:7]([S:22]([C:25]3[CH:26]=[CH:27][C:28]([C:29]([O:31][CH3:32])=[O:30])=[CH:33][CH:34]=3)(=[O:24])=[O:23])[CH2:8]1)[CH2:5][C:4]([CH3:11])([CH3:10])[CH2:3]2. (7) Given the reactants [Cl:1][C:2]1[CH:7]=[CH:6][N:5]=[C:4]([O:8][CH3:9])[C:3]=1[C:10]1[NH:11][C:12]2[C:17]([CH:18]=1)=[CH:16][CH:15]=[C:14]([NH2:19])[CH:13]=2.[F:20][C:21]1[CH:26]=[CH:25][C:24]([S:27]([N:30]2[CH2:35][CH2:34][CH2:33][CH2:32][C@H:31]2[C:36](O)=[O:37])(=[O:29])=[O:28])=[CH:23][CH:22]=1.CN(C(ON1N=NC2C=CC=NC1=2)=[N+](C)C)C.F[P-](F)(F)(F)(F)F.O, predict the reaction product. The product is: [Cl:1][C:2]1[CH:7]=[CH:6][N:5]=[C:4]([O:8][CH3:9])[C:3]=1[C:10]1[NH:11][C:12]2[C:17]([CH:18]=1)=[CH:16][CH:15]=[C:14]([NH:19][C:36]([C@@H:31]1[CH2:32][CH2:33][CH2:34][CH2:35][N:30]1[S:27]([C:24]1[CH:23]=[CH:22][C:21]([F:20])=[CH:26][CH:25]=1)(=[O:29])=[O:28])=[O:37])[CH:13]=2.